This data is from Reaction yield outcomes from USPTO patents with 853,638 reactions. The task is: Predict the reaction yield, written as a fraction of the theoretical maximum amount of product (1.0 means a 100% yield; for example, 0.34 means a 34% yield). (1) The catalyst is C1(C)C=CC=CC=1. The reactants are N1CCCCC1.[OH:7][C:8]1[CH:15]=[CH:14][C:11]([CH:12]=O)=[CH:10][C:9]=1[O:16][CH3:17].C([CH2:21][C:22]([NH:24][C:25]1[CH:33]=[CH:32][CH:31]=[CH:30][C:26]=1[C:27]([OH:29])=[O:28])=[O:23])(O)=O. The product is [OH:7][C:8]1[CH:15]=[CH:14][C:11](/[CH:12]=[CH:21]/[C:22]([NH:24][C:25]2[CH:33]=[CH:32][CH:31]=[CH:30][C:26]=2[C:27]([OH:29])=[O:28])=[O:23])=[CH:10][C:9]=1[O:16][CH3:17]. The yield is 0.780. (2) The reactants are OC1C=C([CH2:8][C:9]#[N:10])C=CC=1.[CH2:11]=[O:12].[OH2:13].[C:14]1([CH3:24])[CH:19]=[CH:18][C:17](S(O)(=O)=O)=[CH:16][CH:15]=1. The catalyst is C1(C)C=CC=CC=1. The product is [O:12]1[C:15]2[CH:16]=[C:17]([CH2:8][C:9]#[N:10])[CH:18]=[CH:19][C:14]=2[CH2:24][O:13][CH2:11]1. The yield is 0.0500.